This data is from Forward reaction prediction with 1.9M reactions from USPTO patents (1976-2016). The task is: Predict the product of the given reaction. Given the reactants [Cl:1][C:2]1[N:7]=[CH:6][C:5]([OH:8])=[CH:4][N:3]=1.Br[CH2:10][CH:11]([CH3:13])[CH3:12].C([O-])([O-])=O.[K+].[K+], predict the reaction product. The product is: [Cl:1][C:2]1[N:7]=[CH:6][C:5]([O:8][CH2:10][CH:11]([CH3:13])[CH3:12])=[CH:4][N:3]=1.